This data is from Reaction yield outcomes from USPTO patents with 853,638 reactions. The task is: Predict the reaction yield, written as a fraction of the theoretical maximum amount of product (1.0 means a 100% yield; for example, 0.34 means a 34% yield). (1) The reactants are Br[C:2]1[CH:3]=[CH:4][C:5]([O:8][CH3:9])=[N:6][CH:7]=1.C([Li])CCC.CCCCCC.[Br:21][C:22]1[CH:27]=[CH:26][C:25]([C@H:28]([C:36]2[CH:41]=[CH:40][CH:39]=[CH:38][C:37]=2[CH3:42])[CH2:29][C:30](N(OC)C)=[O:31])=[CH:24][CH:23]=1. The catalyst is O1CCCC1. The product is [Br:21][C:22]1[CH:23]=[CH:24][C:25]([C@H:28]([C:36]2[CH:41]=[CH:40][CH:39]=[CH:38][C:37]=2[CH3:42])[CH2:29][C:30]([C:2]2[CH:7]=[N:6][C:5]([O:8][CH3:9])=[CH:4][CH:3]=2)=[O:31])=[CH:26][CH:27]=1. The yield is 0.750. (2) The reactants are [F:1][C:2]1[CH:7]=[CH:6][C:5]([C:8]2[C:9]3[C:10](=[N:27][N:28]([CH2:30][CH2:31][O:32]C4CCCCO4)[CH:29]=3)[N:11]=[C:12]([C:20]3[CH:25]=[CH:24][C:23]([F:26])=[CH:22][CH:21]=3)[C:13]=2[C:14]2[CH:19]=[CH:18][N:17]=[CH:16][CH:15]=2)=[CH:4][CH:3]=1.CC(O)=O.C1COCC1.C([O-])(O)=O.[Na+]. The catalyst is O. The product is [F:1][C:2]1[CH:7]=[CH:6][C:5]([C:8]2[C:9]3[C:10](=[N:27][N:28]([CH2:30][CH2:31][OH:32])[CH:29]=3)[N:11]=[C:12]([C:20]3[CH:25]=[CH:24][C:23]([F:26])=[CH:22][CH:21]=3)[C:13]=2[C:14]2[CH:19]=[CH:18][N:17]=[CH:16][CH:15]=2)=[CH:4][CH:3]=1. The yield is 0.870.